Dataset: Catalyst prediction with 721,799 reactions and 888 catalyst types from USPTO. Task: Predict which catalyst facilitates the given reaction. (1) Reactant: [CH:1]1([CH2:6][CH:7]([C:11]2[CH:16]=[CH:15][C:14]([N+:17]([O-:19])=[O:18])=[CH:13][CH:12]=2)[C:8]([OH:10])=O)[CH2:5][CH2:4][CH2:3][CH2:2]1.C(Cl)(=O)C(Cl)=O.[NH2:26][C:27]1[CH:32]=[CH:31][CH:30]=[CH:29][N:28]=1.C(N(CC)C(C)C)(C)C. Product: [CH:1]1([CH2:6][CH:7]([C:11]2[CH:16]=[CH:15][C:14]([N+:17]([O-:19])=[O:18])=[CH:13][CH:12]=2)[C:8]([NH:26][C:27]2[CH:32]=[CH:31][CH:30]=[CH:29][N:28]=2)=[O:10])[CH2:2][CH2:3][CH2:4][CH2:5]1. The catalyst class is: 306. (2) Reactant: Br[CH2:2][C:3]1[O:4][C:5]2[CH:11]=[CH:10][C:9]([C:12]3[CH:17]=[CH:16][CH:15]=[CH:14][CH:13]=3)=[CH:8][C:6]=2[N:7]=1.[C:18]([O-:21])(=[O:20])[CH3:19].[Cs+]. Product: [C:12]1([C:9]2[CH:10]=[CH:11][C:5]3[O:4][C:3]([CH2:2][O:21][C:18](=[O:20])[CH3:19])=[N:7][C:6]=3[CH:8]=2)[CH:17]=[CH:16][CH:15]=[CH:14][CH:13]=1. The catalyst class is: 39. (3) Reactant: [CH2:1]([O:8][C:9]([N:11]1[C:15]2([CH2:20][CH2:19][O:18][CH2:17][CH2:16]2)[O:14][CH2:13][C@H:12]1[C:21]1[NH:22][CH:23]=[C:24]([C:26]2[CH:31]=[CH:30][C:29]([C:32]3[CH:37]=[CH:36][C:35]([C:38]4[N:39]=[C:40]([C@@H:43]5[CH2:47][CH2:46][CH2:45][N:44]5C(OC(C)(C)C)=O)[NH:41][CH:42]=4)=[CH:34][CH:33]=3)=[CH:28][CH:27]=2)[N:25]=1)=[O:10])[C:2]1[CH:7]=[CH:6][CH:5]=[CH:4][CH:3]=1.C(O)(C(F)(F)F)=O. Product: [CH2:1]([O:8][C:9]([N:11]1[C:15]2([CH2:20][CH2:19][O:18][CH2:17][CH2:16]2)[O:14][CH2:13][C@H:12]1[C:21]1[NH:22][CH:23]=[C:24]([C:26]2[CH:31]=[CH:30][C:29]([C:32]3[CH:37]=[CH:36][C:35]([C:38]4[N:39]=[C:40]([C@@H:43]5[CH2:47][CH2:46][CH2:45][NH:44]5)[NH:41][CH:42]=4)=[CH:34][CH:33]=3)=[CH:28][CH:27]=2)[N:25]=1)=[O:10])[C:2]1[CH:3]=[CH:4][CH:5]=[CH:6][CH:7]=1. The catalyst class is: 2. (4) Reactant: [N:1]1[C:10]2[C:5](=[CH:6][CH:7]=[CH:8][CH:9]=2)[C:4]([OH:11])=[CH:3][C:2]=1[OH:12].[N+:13]([O-])([OH:15])=[O:14]. Product: [N+:13]([C:3]1[C:2]([OH:12])=[N:1][C:10]2[C:5]([C:4]=1[OH:11])=[CH:6][CH:7]=[CH:8][CH:9]=2)([O-:15])=[O:14]. The catalyst class is: 15. (5) Reactant: C([O:3][C:4]([C:6]1[N:7]=[C:8]([NH:11][C:12](=[O:32])[CH:13]([C:20]2[CH:25]=[CH:24][C:23]([C:26]3[CH:31]=[CH:30][CH:29]=[CH:28][CH:27]=3)=[CH:22][CH:21]=2)[CH2:14][CH:15]2[CH2:19][CH2:18][CH2:17][CH2:16]2)[S:9][CH:10]=1)=O)C.[H-].[Al+3].[Li+].[H-].[H-].[H-]. Product: [C:23]1([C:26]2[CH:31]=[CH:30][CH:29]=[CH:28][CH:27]=2)[CH:22]=[CH:21][C:20]([CH:13]([CH2:14][CH:15]2[CH2:19][CH2:18][CH2:17][CH2:16]2)[C:12]([NH:11][C:8]2[S:9][CH:10]=[C:6]([CH2:4][OH:3])[N:7]=2)=[O:32])=[CH:25][CH:24]=1. The catalyst class is: 27. (6) Reactant: [CH2:1]([C:5]1[NH:9][N:8]=[C:7]([C:10]([NH2:12])=[O:11])[C:6]=1[N+:13]([O-])=O)[CH:2]([CH3:4])[CH3:3]. Product: [NH2:13][C:6]1[C:7]([C:10]([NH2:12])=[O:11])=[N:8][NH:9][C:5]=1[CH2:1][CH:2]([CH3:4])[CH3:3]. The catalyst class is: 63. (7) Reactant: C([O:3][C:4]([C:6]1([F:25])[CH:10]([CH2:11][C:12]2[CH:17]=[CH:16][CH:15]=[CH:14][CH:13]=2)[CH2:9][N:8]([C:18]([O:20][C:21]([CH3:24])([CH3:23])[CH3:22])=[O:19])[CH2:7]1)=O)C.[Li+].[BH4-]. Product: [C:21]([O:20][C:18]([N:8]1[CH2:9][CH:10]([CH2:11][C:12]2[CH:13]=[CH:14][CH:15]=[CH:16][CH:17]=2)[C:6]([F:25])([CH2:4][OH:3])[CH2:7]1)=[O:19])([CH3:22])([CH3:24])[CH3:23]. The catalyst class is: 1. (8) Reactant: [Cl:1][C:2]1[CH:10]=[CH:9][CH:8]=[C:7]2[C:3]=1[C:4]([C:15]([OH:17])=O)=[CH:5][N:6]2[CH2:11][CH2:12][O:13][CH3:14].[O:18]1[CH:22]=[CH:21][CH:20]=[C:19]1[CH2:23][NH2:24].CCN(CC)CC.N1(O)C2C=CC=CC=2N=N1.C(Cl)CCl. Product: [O:18]1[CH:22]=[CH:21][CH:20]=[C:19]1[CH2:23][NH:24][C:15]([C:4]1[C:3]2[C:7](=[CH:8][CH:9]=[CH:10][C:2]=2[Cl:1])[N:6]([CH2:11][CH2:12][O:13][CH3:14])[CH:5]=1)=[O:17]. The catalyst class is: 1. (9) Reactant: [CH3:1][C:2]1[CH:3]=[CH:4][C:5]([C:8]2[CH:9]=[C:10]([CH:14]=[C:15]([C:17]3[O:18][CH:19]=[CH:20][N:21]=3)[CH:16]=2)[C:11]([OH:13])=O)=[N:6][CH:7]=1.Cl.[CH3:23][C:24]1[N:28]=[C:27]([C@H:29]([NH2:31])[CH3:30])[O:26][N:25]=1.C(Cl)CCl.C1C=CC2N(O)N=NC=2C=1.C(N(CC)C(C)C)(C)C. Product: [CH3:23][C:24]1[N:28]=[C:27]([C@H:29]([NH:31][C:11](=[O:13])[C:10]2[CH:14]=[C:15]([C:17]3[O:18][CH:19]=[CH:20][N:21]=3)[CH:16]=[C:8]([C:5]3[CH:4]=[CH:3][C:2]([CH3:1])=[CH:7][N:6]=3)[CH:9]=2)[CH3:30])[O:26][N:25]=1. The catalyst class is: 9.